From a dataset of Peptide-MHC class I binding affinity with 185,985 pairs from IEDB/IMGT. Regression. Given a peptide amino acid sequence and an MHC pseudo amino acid sequence, predict their binding affinity value. This is MHC class I binding data. The MHC is HLA-A02:02 with pseudo-sequence HLA-A02:02. The peptide sequence is AERGPGQML. The binding affinity (normalized) is 0.555.